This data is from Full USPTO retrosynthesis dataset with 1.9M reactions from patents (1976-2016). The task is: Predict the reactants needed to synthesize the given product. (1) Given the product [Cl:1][C:2]1[CH:3]=[C:4]([C:9](=[N:15][O:16][CH3:17])[CH2:10][CH2:11][C:12]#[N:14])[CH:5]=[CH:6][C:7]=1[Cl:8], predict the reactants needed to synthesize it. The reactants are: [Cl:1][C:2]1[CH:3]=[C:4]([C:9](=[N:15][O:16][CH3:17])[CH2:10][CH2:11][C:12]([NH2:14])=O)[CH:5]=[CH:6][C:7]=1[Cl:8].CC[N+](S(/N=C(/OC)\[O-])(=O)=O)(CC)CC. (2) The reactants are: [N+:1]([C:4]1[CH:5]=[CH:6][C:7]2[O:12][C@:11]([CH3:18])([CH:13]([O:16][CH3:17])[O:14][CH3:15])[C@H:10]3[O:19][C@H:9]3[C:8]=2[CH:20]=1)([O-:3])=[O:2].[F:21][C:22]1[CH:27]=[CH:26][C:25]([NH:28][CH2:29][C:30]2[NH:31][CH:32]=[CH:33][N:34]=2)=[CH:24][CH:23]=1. Given the product [N+:1]([C:4]1[CH:5]=[CH:6][C:7]2[O:12][C@:11]([CH3:18])([CH:13]([O:16][CH3:17])[O:14][CH3:15])[C@@H:10]([OH:19])[C@H:9]([N:28]([C:25]3[CH:26]=[CH:27][C:22]([F:21])=[CH:23][CH:24]=3)[CH2:29][C:30]3[NH:31][CH:32]=[CH:33][N:34]=3)[C:8]=2[CH:20]=1)([O-:3])=[O:2], predict the reactants needed to synthesize it.